Task: Predict which catalyst facilitates the given reaction.. Dataset: Catalyst prediction with 721,799 reactions and 888 catalyst types from USPTO (1) Reactant: C(Cl)Cl.F[C:5](F)(F)[S:6]([OH:9])(=O)=O.[Cl:12][C:13]1[CH:26]=[CH:25][C:16]2SC3[CH:23]=[CH:22][C:21]([Cl:24])=[CH:20][C:19]=3[C:15]=2[CH:14]=1.OO. Product: [Cl:12][C:13]1[CH:26]=[CH:25][C:16]2[S:6](=[O:9])[C:5]3[CH:23]=[CH:22][C:21]([Cl:24])=[CH:20][C:19]=3[C:15]=2[CH:14]=1. The catalyst class is: 24. (2) Product: [CH3:12][O:13][C:14]1[C:23]([O:24][CH3:25])=[C:22]([O:26][CH3:27])[CH:21]=[C:20]2[C:15]=1[CH:16]=[CH:17][C:18]([CH:28]=[CH2:1])=[CH:19]2. Reactant: [CH3:1]CCCCC.C([Li])(C)(C)C.[CH3:12][O:13][C:14]1[C:23]([O:24][CH3:25])=[C:22]([O:26][CH3:27])[CH:21]=[C:20]2[C:15]=1[CH:16]=[CH:17][C:18]([CH:28]=O)=[CH:19]2. The catalyst class is: 307. (3) Reactant: [OH:1][CH2:2][CH2:3][N:4]([CH2:18][CH2:19][C:20]1[CH:25]=[CH:24][CH:23]=[CH:22][CH:21]=1)[C:5](=[O:17])[NH:6][C@@H:7]([CH2:13][CH:14]([CH3:16])[CH3:15])[C:8]([O:10]CC)=[O:9].[OH-].[Li+].C(O)(=O)CC(CC(O)=O)(C(O)=O)O. Product: [OH:1][CH2:2][CH2:3][N:4]([CH2:18][CH2:19][C:20]1[CH:21]=[CH:22][CH:23]=[CH:24][CH:25]=1)[C:5](=[O:17])[NH:6][C@@H:7]([CH2:13][CH:14]([CH3:15])[CH3:16])[C:8]([OH:10])=[O:9]. The catalyst class is: 214. (4) Reactant: [CH:1]1([N:4]([CH:8]2[C:17]3[C:12](=[CH:13][CH:14]=[CH:15][CH:16]=3)[NH:11][CH:10]([CH3:18])[CH2:9]2)[C:5](=[O:7])[CH3:6])[CH2:3][CH2:2]1.Cl.[C:20](Cl)(=[O:27])[C:21]1[CH:26]=[CH:25][CH:24]=[N:23][CH:22]=1.CCN(C(C)C)C(C)C. Product: [CH:1]1([N:4]([CH:8]2[C:17]3[C:12](=[CH:13][CH:14]=[CH:15][CH:16]=3)[N:11]([C:20]([C:21]3[CH:22]=[N:23][CH:24]=[CH:25][CH:26]=3)=[O:27])[CH:10]([CH3:18])[CH2:9]2)[C:5](=[O:7])[CH3:6])[CH2:2][CH2:3]1. The catalyst class is: 2. (5) Reactant: C([N:8](CC1C=CC=CC=1)[CH:9]1[CH2:14][CH2:13][CH:12]([C:15]([OH:18])([CH3:17])[CH3:16])[CH2:11][CH2:10]1)C1C=CC=CC=1.[C:26](O)(=[O:28])[CH3:27]. Product: [C:26]([O:18][C:15]([CH:12]1[CH2:11][CH2:10][CH:9]([NH2:8])[CH2:14][CH2:13]1)([CH3:16])[CH3:17])(=[O:28])[CH3:27]. The catalyst class is: 320. (6) The catalyst class is: 6. Reactant: [C:1]([O-])(=O)[CH3:2].[NH4+:5].[I:6][C:7]1[CH:15]=[C:11]([C:12]([OH:14])=O)[C:10]([NH2:16])=[CH:9][CH:8]=1.C([O-])([O-])(OCC)C.CO. Product: [I:6][C:7]1[CH:15]=[C:11]2[C:10](=[CH:9][CH:8]=1)[N:16]=[C:1]([CH3:2])[NH:5][C:12]2=[O:14]. (7) Reactant: [NH2:1][C:2]1[CH:3]=[C:4]([C:8]2[C:16]([C:17]3[CH:22]=[CH:21][N:20]=[C:19]([NH:23][C:24]4[CH:29]=[CH:28][CH:27]=[C:26](F)[CH:25]=4)[N:18]=3)=[C:11]3[CH:12]=[CH:13][CH:14]=[CH:15][N:10]3[N:9]=2)[CH:5]=[CH:6][CH:7]=1.N1[CH:36]=[CH:35][CH:34]=[C:33]([C:37](Cl)=[O:38])[CH:32]=1.[CH2:40](O)C(N)(CO)CO.[CH2:48]([N:50](CC)[CH2:51]C)[CH3:49]. Product: [CH2:51]1[C:26]2[C:27](=[CH:28][CH:29]=[C:24]([NH:23][C:19]3[N:18]=[C:17]([C:16]4[C:8]([C:4]5[CH:3]=[C:2]([NH:1][C:37](=[O:38])[C:33]6[CH:34]=[CH:35][CH:36]=[CH:40][CH:32]=6)[CH:7]=[CH:6][CH:5]=5)=[N:9][N:10]5[CH:15]=[CH:14][CH:13]=[CH:12][C:11]=45)[CH:22]=[CH:21][N:20]=3)[CH:25]=2)[CH2:49][CH2:48][NH:50]1. The catalyst class is: 1. (8) Reactant: C(Cl)(=O)C([Cl:4])=O.[Cl:7][CH2:8][CH2:9][CH2:10][C:11]([CH3:16])([CH3:15])[C:12](O)=[O:13]. Product: [Cl:7][CH2:8][CH2:9][CH2:10][C:11]([CH3:16])([CH3:15])[C:12]([Cl:4])=[O:13]. The catalyst class is: 479.